Task: Binary Classification. Given a T-cell receptor sequence (or CDR3 region) and an epitope sequence, predict whether binding occurs between them.. Dataset: TCR-epitope binding with 47,182 pairs between 192 epitopes and 23,139 TCRs (1) The epitope is RQLLFVVEV. The TCR CDR3 sequence is CASSLNSGTEQFF. Result: 1 (the TCR binds to the epitope). (2) The epitope is VTIAEILLI. The TCR CDR3 sequence is CASSQGTDYEQYF. Result: 1 (the TCR binds to the epitope). (3) The epitope is SEVGPEHSLAEY. The TCR CDR3 sequence is CASSLAGRQGYNEQFF. Result: 0 (the TCR does not bind to the epitope). (4) The epitope is MPASWVMRI. The TCR CDR3 sequence is CASSLQGGEQFF. Result: 1 (the TCR binds to the epitope). (5) The epitope is VLAWLYAAV. The TCR CDR3 sequence is CASSLSTAPNEKLFF. Result: 0 (the TCR does not bind to the epitope).